From a dataset of Catalyst prediction with 721,799 reactions and 888 catalyst types from USPTO. Predict which catalyst facilitates the given reaction. (1) Reactant: Br.[NH2:2][C:3]1[N:4]=[C:5]([CH3:20])[C:6]2[CH:12]=[C:11](Br)[C:10](=[O:14])[N:9]([C@@H:15]3[CH2:19][CH2:18][O:17][CH2:16]3)[C:7]=2[N:8]=1.[NH2:21][C:22]1[CH:27]=[CH:26][C:25](B2OC(C)(C)C(C)(C)O2)=[CH:24][N:23]=1.C([O-])([O-])=O.[K+].[K+]. Product: [NH2:2][C:3]1[N:4]=[C:5]([CH3:20])[C:6]2[CH:12]=[C:11]([C:25]3[CH:24]=[N:23][C:22]([NH2:21])=[CH:27][CH:26]=3)[C:10](=[O:14])[N:9]([C@@H:15]3[CH2:19][CH2:18][O:17][CH2:16]3)[C:7]=2[N:8]=1. The catalyst class is: 70. (2) Reactant: N[CH2:2][C:3]1[CH:8]=[CH:7][C:6]([NH:9][C:10]([CH2:12][CH2:13][N:14]2[CH2:19][CH2:18][CH:17]([O:20][C:21](=[O:35])[NH:22][C:23]3[CH:28]=[CH:27][CH:26]=[CH:25][C:24]=3[C:29]3[CH:34]=[CH:33][CH:32]=[CH:31][CH:30]=3)[CH2:16][CH2:15]2)=[O:11])=[CH:5][CH:4]=1.NC1C=CC(C[OH:42])=CC=1.CN(C(ON1N=NC2C=CC=NC1=2)=[N+](C)C)C.F[P-](F)(F)(F)(F)F.CCN(C(C)C)C(C)C.CS(C)=O. Product: [CH:2]([C:3]1[CH:8]=[CH:7][C:6]([NH:9][C:10]([CH2:12][CH2:13][N:14]2[CH2:19][CH2:18][CH:17]([O:20][C:21](=[O:35])[NH:22][C:23]3[CH:28]=[CH:27][CH:26]=[CH:25][C:24]=3[C:29]3[CH:30]=[CH:31][CH:32]=[CH:33][CH:34]=3)[CH2:16][CH2:15]2)=[O:11])=[CH:5][CH:4]=1)=[O:42]. The catalyst class is: 2. (3) Reactant: [C:1]([N:4]1[CH2:9][CH2:8][C@@H:7]([NH:10][S:11]([CH:14]([CH3:16])[CH3:15])(=[O:13])=[O:12])[C@H:6]([C:17]2[CH:22]=[CH:21][C:20]([NH2:23])=[CH:19][CH:18]=2)[CH2:5]1)(=[O:3])[CH3:2].[C:24](Cl)(=[O:31])[C:25]1[CH:30]=[CH:29][CH:28]=[CH:27][CH:26]=1.CCN(C(C)C)C(C)C. Product: [C:1]([N:4]1[CH2:9][CH2:8][C@@H:7]([NH:10][S:11]([CH:14]([CH3:16])[CH3:15])(=[O:13])=[O:12])[C@H:6]([C:17]2[CH:18]=[CH:19][C:20]([NH:23][C:24](=[O:31])[C:25]3[CH:30]=[CH:29][CH:28]=[CH:27][CH:26]=3)=[CH:21][CH:22]=2)[CH2:5]1)(=[O:3])[CH3:2]. The catalyst class is: 26.